This data is from Forward reaction prediction with 1.9M reactions from USPTO patents (1976-2016). The task is: Predict the product of the given reaction. (1) Given the reactants I[C:2]1[CH:9]=[CH:8][CH:7]=[CH:6][C:3]=1[C:4]#[N:5].[Br:10][C:11]1[CH:16]=[CH:15][C:14](B(O)O)=[CH:13][CH:12]=1.C(=O)([O-])[O-].[Na+].[Na+], predict the reaction product. The product is: [Br:10][C:11]1[CH:16]=[CH:15][C:14]([C:2]2[C:3]([C:4]#[N:5])=[CH:6][CH:7]=[CH:8][CH:9]=2)=[CH:13][CH:12]=1. (2) Given the reactants OC(C(F)(F)F)=O.[NH2:8][CH2:9][CH2:10][CH2:11][N:12]1[CH2:19][CH:18]2[O:20][CH:14]([CH2:15][N:16]([CH2:21][CH2:22][O:23][C:24]3[CH:31]=[CH:30][C:27]([C:28]#[N:29])=[CH:26][C:25]=3[F:32])[CH2:17]2)[CH2:13]1.[ClH:33], predict the reaction product. The product is: [ClH:33].[NH2:8][CH2:9][CH2:10][CH2:11][N:12]1[CH2:19][CH:18]2[O:20][CH:14]([CH2:15][N:16]([CH2:21][CH2:22][O:23][C:24]3[CH:31]=[CH:30][C:27]([C:28]#[N:29])=[CH:26][C:25]=3[F:32])[CH2:17]2)[CH2:13]1. (3) Given the reactants [Br:1][C:2]1[CH:7]=[CH:6][C:5]([CH2:8]O)=[C:4]([Cl:10])[CH:3]=1.C(Br)(Br)(Br)[Br:12].C1(P(C2C=CC=CC=2)C2C=CC=CC=2)C=CC=CC=1, predict the reaction product. The product is: [Br:1][C:2]1[CH:7]=[CH:6][C:5]([CH2:8][Br:12])=[C:4]([Cl:10])[CH:3]=1.